From a dataset of Forward reaction prediction with 1.9M reactions from USPTO patents (1976-2016). Predict the product of the given reaction. (1) Given the reactants Cl[C:2]1[N:7]=[N:6][C:5]2[O:8][C:9]3[CH:15]=[CH:14][CH:13]=[CH:12][C:10]=3[O:11][C:4]=2[CH:3]=1.[CH3:16]S(C)=O.[CH3:20][OH:21].C(N(CC)CC)C.[OH2:29], predict the reaction product. The product is: [CH3:20][O:21][C:16]([C:2]1[N:7]=[N:6][C:5]2[O:8][C:9]3[CH:15]=[CH:14][CH:13]=[CH:12][C:10]=3[O:11][C:4]=2[CH:3]=1)=[O:29]. (2) Given the reactants N[C:2]1[CH:11]=[C:10]2[C:5]([CH:6]([CH2:12][CH2:13][CH2:14][CH3:15])[O:7][C:8]2=[O:9])=[CH:4][CH:3]=1.N([O-])=O.[Na+].[C-:20]#[N:21].[K+], predict the reaction product. The product is: [CH2:12]([CH:6]1[C:5]2[C:10](=[CH:11][C:2]([C:20]#[N:21])=[CH:3][CH:4]=2)[C:8](=[O:9])[O:7]1)[CH2:13][CH2:14][CH3:15]. (3) Given the reactants [CH3:1][C:2]1[N:7]=[C:6]([SH:8])[N:5]=[C:4]([OH:9])[CH:3]=1.C(=O)([O-])[O-].[K+].[K+].Br[CH2:17][C:18]1[N:22]([CH3:23])[CH:21]=[N:20][CH:19]=1, predict the reaction product. The product is: [CH3:1][C:2]1[N:7]=[C:6]([S:8][CH2:17][C:18]2[N:22]([CH3:23])[CH:21]=[N:20][CH:19]=2)[N:5]=[C:4]([OH:9])[CH:3]=1. (4) Given the reactants [C:1]([O:5][C:6]([N:8]1[CH2:13][CH2:12][CH2:11][C:10](=O)[CH2:9]1)=[O:7])([CH3:4])([CH3:3])[CH3:2].[NH:15]1[CH2:20][CH2:19][O:18][CH2:17][CH2:16]1.C(O)(=O)C.C(Cl)Cl.C(O[BH-](OC(=O)C)OC(=O)C)(=O)C.[Na+].C(=O)(O)[O-].[Na+], predict the reaction product. The product is: [C:1]([O:5][C:6]([N:8]1[CH2:13][CH2:12][CH2:11][CH:10]([N:15]2[CH2:20][CH2:19][O:18][CH2:17][CH2:16]2)[CH2:9]1)=[O:7])([CH3:4])([CH3:3])[CH3:2]. (5) Given the reactants CC(OC([NH:8][C@@H:9]([CH2:14][C:15]#[C:16][C:17]1[CH:22]=[CH:21][C:20]([NH:23][CH2:24][C:25]2[CH:30]=[CH:29][CH:28]=[CH:27][C:26]=2[F:31])=[CH:19][CH:18]=1)[C:10]([O:12][CH3:13])=[O:11])=O)(C)C.N, predict the reaction product. The product is: [NH2:8][C@@H:9]([CH2:14][C:15]#[C:16][C:17]1[CH:22]=[CH:21][C:20]([NH:23][CH2:24][C:25]2[CH:30]=[CH:29][CH:28]=[CH:27][C:26]=2[F:31])=[CH:19][CH:18]=1)[C:10]([O:12][CH3:13])=[O:11].